Dataset: Full USPTO retrosynthesis dataset with 1.9M reactions from patents (1976-2016). Task: Predict the reactants needed to synthesize the given product. Given the product [CH3:30][N:31]([CH3:38])[C:32]([CH:34]1[CH2:37][N:36]([CH2:11][C:10]2[N:2]([CH3:1])[C:3]3[C:8]([N:9]=2)=[C:7]([N:13]2[CH2:14][CH2:15][O:16][CH2:17][CH2:18]2)[N:6]=[C:5]([N:19]2[C:23]4[CH:24]=[CH:25][CH:26]=[CH:27][C:22]=4[N:21]=[C:20]2[CH3:28])[N:4]=3)[CH2:35]1)=[O:33], predict the reactants needed to synthesize it. The reactants are: [CH3:1][N:2]1[C:10]([CH:11]=O)=[N:9][C:8]2[C:3]1=[N:4][C:5]([N:19]1[C:23]3[CH:24]=[CH:25][CH:26]=[CH:27][C:22]=3[N:21]=[C:20]1[CH3:28])=[N:6][C:7]=2[N:13]1[CH2:18][CH2:17][O:16][CH2:15][CH2:14]1.Cl.[CH3:30][N:31]([CH3:38])[C:32]([CH:34]1[CH2:37][NH:36][CH2:35]1)=[O:33].C(O[BH-](OC(=O)C)OC(=O)C)(=O)C.[Na+].